From a dataset of Reaction yield outcomes from USPTO patents with 853,638 reactions. Predict the reaction yield, written as a fraction of the theoretical maximum amount of product (1.0 means a 100% yield; for example, 0.34 means a 34% yield). (1) The reactants are [NH2:1][C:2]1[CH:17]=[C:16]([O:18][CH3:19])[C:15]([O:20][CH3:21])=[CH:14][C:3]=1[C:4]([NH:6][C:7]1[CH:12]=[CH:11][CH:10]=[CH:9][C:8]=1[Cl:13])=[O:5].[Cl:22][CH2:23][C:24](Cl)=O. The catalyst is C(O)(=O)C. The product is [Cl:22][CH2:23][C:24]1[N:6]([C:7]2[CH:12]=[CH:11][CH:10]=[CH:9][C:8]=2[Cl:13])[C:4](=[O:5])[C:3]2[C:2](=[CH:17][C:16]([O:18][CH3:19])=[C:15]([O:20][CH3:21])[CH:14]=2)[N:1]=1. The yield is 0.460. (2) The reactants are [CH:1]([NH:4][C:5]1[O:6][C:7]([C:10]2[CH:11]=[C:12]3[C:16](=[CH:17][CH:18]=2)[N:15](S(C2C=CC(C)=CC=2)(=O)=O)[CH:14]=[C:13]3B2OC(C)(C)C(C)(C)O2)=[N:8][N:9]=1)([CH3:3])[CH3:2].Br[C:39]1[S:40][CH:41]=[C:42]([C:44]([NH:46][CH:47]2[CH2:49][CH2:48]2)=[O:45])[N:43]=1. The catalyst is C1C=CC([P]([Pd]([P](C2C=CC=CC=2)(C2C=CC=CC=2)C2C=CC=CC=2)([P](C2C=CC=CC=2)(C2C=CC=CC=2)C2C=CC=CC=2)[P](C2C=CC=CC=2)(C2C=CC=CC=2)C2C=CC=CC=2)(C2C=CC=CC=2)C2C=CC=CC=2)=CC=1. The product is [CH:47]1([NH:46][C:44]([C:42]2[N:43]=[C:39]([C:13]3[C:12]4[C:16](=[CH:17][CH:18]=[C:10]([C:7]5[O:6][C:5]([NH:4][CH:1]([CH3:2])[CH3:3])=[N:9][N:8]=5)[CH:11]=4)[NH:15][CH:14]=3)[S:40][CH:41]=2)=[O:45])[CH2:48][CH2:49]1. The yield is 0.300. (3) The reactants are [CH3:1][O:2][C:3]([C:5]1[S:6][C:7]2[C:8]([OH:21])([CH3:20])[CH2:9][O:10][C:11]3[CH:18]=[CH:17][C:16](Br)=[CH:15][C:12]=3[C:13]=2[N:14]=1)=[O:4].[CH3:22][C:23]([OH:27])([C:25]#[CH:26])[CH3:24].C1C=CC(P(C2C=CC=CC=2)C2C=CC=CC=2)=CC=1. The catalyst is CCN(CC)CC.CC([O-])=O.CC([O-])=O.[Pd+2].[Cu]I. The product is [CH3:1][O:2][C:3]([C:5]1[S:6][C:7]2[C:8]([OH:21])([CH3:20])[CH2:9][O:10][C:11]3[CH:18]=[CH:17][C:16]([C:26]#[C:25][C:23]([OH:27])([CH3:24])[CH3:22])=[CH:15][C:12]=3[C:13]=2[N:14]=1)=[O:4]. The yield is 0.800. (4) The reactants are [CH2:1]([C:5]1[N:6]=[C:7]([CH3:27])[NH:8][C:9](=[O:26])[C:10]=1[CH2:11][C:12]1[CH:17]=[CH:16][C:15]([C:18]2[C:19]([C:24]#[N:25])=[CH:20][CH:21]=[CH:22][CH:23]=2)=[CH:14][CH:13]=1)[CH2:2][CH2:3][CH3:4].N(C(N1CCCCC1)=O)=NC(N1CCCCC1)=O.C(P(CCCC)CCCC)CCC.[S:59]1[CH:63]=[CH:62][N:61]=[C:60]1[CH2:64]O. The catalyst is O1CCCC1. The product is [CH2:1]([C:5]1[N:6]=[C:7]([CH3:27])[N:8]([CH2:64][C:60]2[S:59][CH:63]=[CH:62][N:61]=2)[C:9](=[O:26])[C:10]=1[CH2:11][C:12]1[CH:17]=[CH:16][C:15]([C:18]2[C:19]([C:24]#[N:25])=[CH:20][CH:21]=[CH:22][CH:23]=2)=[CH:14][CH:13]=1)[CH2:2][CH2:3][CH3:4]. The yield is 0.750. (5) The reactants are [Br:1][C:2]1[CH:7]=[CH:6][C:5]([C:8]2[N:12]([CH2:13][C@@H:14]3[CH2:18][CH2:17][NH:16][CH2:15]3)[N:11]=[N:10][CH:9]=2)=[CH:4][CH:3]=1.CCN(C(C)C)C(C)C.[CH:28]1([C:31](Cl)=[O:32])[CH2:30][CH2:29]1. The catalyst is C(Cl)Cl. The product is [Br:1][C:2]1[CH:7]=[CH:6][C:5]([C:8]2[N:12]([CH2:13][C@@H:14]3[CH2:18][CH2:17][N:16]([C:31]([CH:28]4[CH2:30][CH2:29]4)=[O:32])[CH2:15]3)[N:11]=[N:10][CH:9]=2)=[CH:4][CH:3]=1. The yield is 0.870. (6) The reactants are C[C:2]1[NH:3][C:4]2[C:9]([C:10]=1C(OCC1C=CC=CC=1)=O)=[CH:8][C:7](O)=[CH:6][CH:5]=2.C([O-])([O-])=O.[Cs+].[Cs+].[Br:28]CCCBr. The catalyst is C(#N)C. The product is [Br-:28].[NH:3]1[C:4]2[C:9](=[CH:8][CH:7]=[CH:6][CH:5]=2)[CH:10]=[CH:2]1. The yield is 0.310. (7) The reactants are [H-].[Al+3].[Li+].[H-].[H-].[H-].C([O:9][C:10](=O)[CH2:11][CH:12]1[CH2:17][CH2:16][N:15]([C:18]2[C:23]([NH:24][C:25](=[O:33])[C:26]3[CH:31]=[CH:30][CH:29]=[C:28]([Cl:32])[CH:27]=3)=[CH:22][C:21]([S:34]([CH3:37])(=[O:36])=[O:35])=[CH:20][N:19]=2)[CH2:14][CH2:13]1)C. The catalyst is O1CCCC1. The product is [Cl:32][C:28]1[CH:27]=[C:26]([CH:31]=[CH:30][CH:29]=1)[C:25]([NH:24][C:23]1[C:18]([N:15]2[CH2:14][CH2:13][CH:12]([CH2:11][CH2:10][OH:9])[CH2:17][CH2:16]2)=[N:19][CH:20]=[C:21]([S:34]([CH3:37])(=[O:36])=[O:35])[CH:22]=1)=[O:33]. The yield is 0.860. (8) The reactants are [CH2:1]([O:3][C:4]1([C:7]2[CH:23]=[CH:22][C:10]([O:11][Si](C(C)C)(C(C)C)C(C)C)=[CH:9][C:8]=2[CH:24]([CH3:26])[CH3:25])[CH2:6][CH2:5]1)[CH3:2].[F-].C([N+](CCCC)(CCCC)CCCC)CCC. The catalyst is C1COCC1. The product is [CH2:1]([O:3][C:4]1([C:7]2[CH:23]=[CH:22][C:10]([OH:11])=[CH:9][C:8]=2[CH:24]([CH3:25])[CH3:26])[CH2:6][CH2:5]1)[CH3:2]. The yield is 0.860. (9) The yield is 0.410. The product is [Cl:9][C:4]1[CH:3]=[C:2]([C:22]2([OH:25])[CH2:23][CH2:24][N:20]([C:13]([O:15][C:16]([CH3:18])([CH3:17])[CH3:19])=[O:14])[CH2:21]2)[CH:7]=[CH:6][C:5]=1[F:8]. The reactants are Br[C:2]1[CH:7]=[CH:6][C:5]([F:8])=[C:4]([Cl:9])[CH:3]=1.[Mg].II.[C:13]([N:20]1[CH2:24][CH2:23][C:22](=[O:25])[CH2:21]1)([O:15][C:16]([CH3:19])([CH3:18])[CH3:17])=[O:14]. The catalyst is O1CCCC1. (10) The reactants are [F:1][C:2]1[CH:7]=[CH:6][C:5]([CH2:8][C:9]([OH:11])=O)=[CH:4][CH:3]=1.C(Cl)(=O)C(Cl)=O.[CH:18]([C@H:31]1[O:36][CH2:35][C@@H:34]([NH2:37])[CH2:33][CH2:32]1)([C:25]1[CH:30]=[CH:29][CH:28]=[CH:27][CH:26]=1)[C:19]1[CH:24]=[CH:23][CH:22]=[CH:21][CH:20]=1.C(N(CC)CC)C. The catalyst is ClCCl.CN(C=O)C. The product is [CH:18]([C@H:31]1[O:36][CH2:35][C@@H:34]([NH:37][C:9](=[O:11])[CH2:8][C:5]2[CH:4]=[CH:3][C:2]([F:1])=[CH:7][CH:6]=2)[CH2:33][CH2:32]1)([C:25]1[CH:30]=[CH:29][CH:28]=[CH:27][CH:26]=1)[C:19]1[CH:20]=[CH:21][CH:22]=[CH:23][CH:24]=1. The yield is 0.800.